From a dataset of Full USPTO retrosynthesis dataset with 1.9M reactions from patents (1976-2016). Predict the reactants needed to synthesize the given product. (1) Given the product [C:1]([O:5][C:6](=[O:22])[CH:7]([N:8]=[C:9]([C:10]1[CH:11]=[CH:12][CH:13]=[CH:14][CH:15]=1)[C:16]1[CH:17]=[CH:18][CH:19]=[CH:20][CH:21]=1)[CH2:23][C:24]1[CH:29]=[CH:28][CH:27]=[CH:26][CH:25]=1)([CH3:4])([CH3:2])[CH3:3], predict the reactants needed to synthesize it. The reactants are: [C:1]([O:5][C:6](=[O:22])[CH2:7][N:8]=[C:9]([C:16]1[CH:21]=[CH:20][CH:19]=[CH:18][CH:17]=1)[C:10]1[CH:15]=[CH:14][CH:13]=[CH:12][CH:11]=1)([CH3:4])([CH3:3])[CH3:2].[CH2:23](Br)[C:24]1[CH:29]=[CH:28][CH:27]=[CH:26][CH:25]=1.[OH-].[K+]. (2) Given the product [CH3:22][O:21][C:18]1[CH:19]=[CH:20][C:15]([CH:14]=[N:5][C@@H:4]2[C@@H:6]([OH:7])[C@H:8]([OH:9])[C@@H:10]([CH2:12][OH:13])[O:11][CH:3]2[OH:2])=[CH:16][CH:17]=1, predict the reactants needed to synthesize it. The reactants are: Cl.[OH:2][CH:3]1[O:11][C@H:10]([CH2:12][OH:13])[C@@H:8]([OH:9])[C@H:6]([OH:7])[C@H:4]1[NH2:5].[CH:14](=O)[C:15]1[CH:20]=[CH:19][C:18]([O:21][CH3:22])=[CH:17][CH:16]=1.